This data is from Peptide-MHC class I binding affinity with 185,985 pairs from IEDB/IMGT. The task is: Regression. Given a peptide amino acid sequence and an MHC pseudo amino acid sequence, predict their binding affinity value. This is MHC class I binding data. (1) The peptide sequence is HTSSMRGVYY. The MHC is HLA-A23:01 with pseudo-sequence HLA-A23:01. The binding affinity (normalized) is 0. (2) The peptide sequence is GLLRVISGV. The binding affinity (normalized) is 1.00. The MHC is HLA-A02:01 with pseudo-sequence HLA-A02:01. (3) The peptide sequence is EYLVSFGVW. The MHC is HLA-A23:01 with pseudo-sequence HLA-A23:01. The binding affinity (normalized) is 0.741. (4) The peptide sequence is GVIDTMRIY. The MHC is HLA-A31:01 with pseudo-sequence HLA-A31:01. The binding affinity (normalized) is 0.362. (5) The peptide sequence is KLTKDFSAL. The MHC is HLA-A02:01 with pseudo-sequence HLA-A02:01. The binding affinity (normalized) is 0.417. (6) The peptide sequence is YVEHDPRLVA. The MHC is HLA-A68:02 with pseudo-sequence HLA-A68:02. The binding affinity (normalized) is 0.0439. (7) The peptide sequence is ESENISEPY. The MHC is HLA-A25:01 with pseudo-sequence HLA-A25:01. The binding affinity (normalized) is 0.0847. (8) The peptide sequence is ELIRRVRRY. The MHC is HLA-A02:01 with pseudo-sequence HLA-A02:01. The binding affinity (normalized) is 0.0847.